From a dataset of Reaction yield outcomes from USPTO patents with 853,638 reactions. Predict the reaction yield, written as a fraction of the theoretical maximum amount of product (1.0 means a 100% yield; for example, 0.34 means a 34% yield). (1) The reactants are [N:1]1[CH:6]=[CH:5][N:4]=[CH:3][C:2]=1[CH2:7][OH:8].[Cl:9][C:10]1[CH:15]=[C:14]([NH:16][C:17]2[C:26]3[C:21](=[CH:22][CH:23]=[CH:24][C:25]=3[O:27][CH2:28][C@@H:29]3[CH2:33][CH2:32][CH2:31][N:30]3[C:34](=[O:37])[CH2:35][OH:36])[N:20]=[CH:19][N:18]=2)[CH:13]=[CH:12][C:11]=1O. No catalyst specified. The product is [Cl:9][C:10]1[CH:15]=[C:14]([NH:16][C:17]2[C:26]3[C:21](=[CH:22][CH:23]=[CH:24][C:25]=3[O:27][CH2:28][C@@H:29]3[CH2:33][CH2:32][CH2:31][N:30]3[C:34](=[O:37])[CH2:35][OH:36])[N:20]=[CH:19][N:18]=2)[CH:13]=[CH:12][C:11]=1[O:8][CH2:7][C:2]1[CH:3]=[N:4][CH:5]=[CH:6][N:1]=1. The yield is 0.570. (2) The reactants are [F:1][C:2]1([F:33])[CH2:7][CH2:6][CH:5]([CH2:8][C:9]2[N:13]3[C:14]([CH3:28])=[CH:15][C:16]([CH:18]([OH:27])[CH:19]([CH:21]4[CH2:26][CH2:25][O:24][CH2:23][CH2:22]4)[OH:20])=[CH:17][C:12]3=[N:11][C:10]=2[C:29]([F:32])([F:31])[F:30])[CH2:4][CH2:3]1. The catalyst is ClCCl.[O-2].[O-2].[Mn+4]. The product is [F:33][C:2]1([F:1])[CH2:7][CH2:6][CH:5]([CH2:8][C:9]2[N:13]3[C:14]([CH3:28])=[CH:15][C:16]([C:18](=[O:27])[CH:19]([OH:20])[CH:21]4[CH2:22][CH2:23][O:24][CH2:25][CH2:26]4)=[CH:17][C:12]3=[N:11][C:10]=2[C:29]([F:31])([F:32])[F:30])[CH2:4][CH2:3]1. The yield is 0.550. (3) The reactants are [O:1]1[C:5]([C:6]2[CH:14]=[CH:13][C:9]([C:10](O)=[O:11])=[CH:8][CH:7]=2)=[CH:4][N:3]=[CH:2]1.CC[N:17](CC)CC.ClC(OCC(C)C)=O.[NH4+].[OH-]. The catalyst is C1COCC1. The product is [O:1]1[C:5]([C:6]2[CH:14]=[CH:13][C:9]([C:10]([NH2:17])=[O:11])=[CH:8][CH:7]=2)=[CH:4][N:3]=[CH:2]1. The yield is 0.480. (4) The reactants are FC(F)(F)C(O)=O.[CH3:8][C:9]1[CH:10]=[C:11]2[C:16](=[CH:17][CH:18]=1)[N:15]=[C:14]([NH2:19])[CH:13]=[N:12]2.C(N(CC)CC)C.[C:27](N1C=CC=CC1=O)(N1C=CC=CC1=O)=[S:28]. The catalyst is C(Cl)Cl. The product is [N:19]([C:14]1[CH:13]=[N:12][C:11]2[C:16](=[CH:17][CH:18]=[C:9]([CH3:8])[CH:10]=2)[N:15]=1)=[C:27]=[S:28]. The yield is 0.380. (5) The reactants are [O:1]1[CH:5]=[CH:4][CH:3]=[C:2]1[C:6](Cl)=[O:7].[CH2:9]([N:16]1[C:25]2[C:20](=[CH:21][C:22]([CH3:26])=[CH:23][CH:24]=2)[C:19]([N:27]2[CH2:32][CH2:31][NH:30][CH2:29][CH2:28]2)=[C:18]([C:33]#[N:34])[C:17]1=[O:35])[C:10]1[CH:15]=[CH:14][CH:13]=[CH:12][CH:11]=1. The catalyst is N1C=CC=CC=1. The product is [CH2:9]([N:16]1[C:25]2[C:20](=[CH:21][C:22]([CH3:26])=[CH:23][CH:24]=2)[C:19]([N:27]2[CH2:32][CH2:31][N:30]([C:6]([C:2]3[O:1][CH:5]=[CH:4][CH:3]=3)=[O:7])[CH2:29][CH2:28]2)=[C:18]([C:33]#[N:34])[C:17]1=[O:35])[C:10]1[CH:11]=[CH:12][CH:13]=[CH:14][CH:15]=1. The yield is 0.900. (6) The reactants are Cl[C:2]1[N:3]=[C:4]([O:11][C:12]2[C:19]([CH3:20])=[CH:18][C:15]([C:16]#[N:17])=[CH:14][C:13]=2[CH3:21])[C:5]2[S:10][CH:9]=[CH:8][C:6]=2[N:7]=1.C(O)(C(F)(F)F)=O.[NH2:29][C:30]1[CH:37]=[CH:36][C:33]([C:34]#[N:35])=[CH:32][CH:31]=1. The catalyst is C(OCC)(=O)C. The product is [C:34]([C:33]1[CH:36]=[CH:37][C:30]([NH:29][C:2]2[N:3]=[C:4]([O:11][C:12]3[C:19]([CH3:20])=[CH:18][C:15]([C:16]#[N:17])=[CH:14][C:13]=3[CH3:21])[C:5]3[S:10][CH:9]=[CH:8][C:6]=3[N:7]=2)=[CH:31][CH:32]=1)#[N:35]. The yield is 0.340. (7) The reactants are C[O:2][C:3]([C:5]1[CH:6]=[C:7]([C:15]2[CH:20]=[C:19]([C:21](=[O:24])[NH:22][CH3:23])[CH:18]=[C:17]([F:25])[CH:16]=2)[CH:8]=[CH:9][C:10]=1[O:11][CH:12]([CH3:14])[CH3:13])=[O:4].[OH-].[K+]. The catalyst is CO. The product is [F:25][C:17]1[CH:16]=[C:15]([C:7]2[CH:8]=[CH:9][C:10]([O:11][CH:12]([CH3:14])[CH3:13])=[C:5]([C:3]([OH:4])=[O:2])[CH:6]=2)[CH:20]=[C:19]([C:21](=[O:24])[NH:22][CH3:23])[CH:18]=1. The yield is 0.700. (8) The reactants are [CH2:1]([C@H:8]1[CH2:12][O:11][C:10](=[O:13])[NH:9]1)[C:2]1[CH:7]=[CH:6][CH:5]=[CH:4][CH:3]=1.C([Li])CCC.[C:19](Cl)(=[O:24])[CH2:20][CH2:21][CH2:22][CH3:23]. The catalyst is C1COCC1.[NH4+].[Cl-].C(OCC)(=O)C. The product is [CH2:1]([C@H:8]1[CH2:12][O:11][C:10](=[O:13])[N:9]1[C:19](=[O:24])[CH2:20][CH2:21][CH2:22][CH3:23])[C:2]1[CH:3]=[CH:4][CH:5]=[CH:6][CH:7]=1. The yield is 0.990. (9) The reactants are C(N(CC)CC)C.[CH:8]1([NH2:14])[CH2:13][CH2:12][CH2:11][CH2:10][CH2:9]1.Cl[S:16]([C:19]1[CH:28]=[CH:27][C:26]2[NH:25][C:24](=[O:29])[C:23]3[NH:30][CH:31]=[C:32]([C:33]([OH:35])=[O:34])[C:22]=3[C:21]=2[CH:20]=1)(=[O:18])=[O:17]. The catalyst is ClCCl.CN(C)C=O. The product is [CH:8]1([NH:14][S:16]([C:19]2[CH:28]=[CH:27][C:26]3[NH:25][C:24](=[O:29])[C:23]4[NH:30][CH:31]=[C:32]([C:33]([OH:35])=[O:34])[C:22]=4[C:21]=3[CH:20]=2)(=[O:18])=[O:17])[CH2:13][CH2:12][CH2:11][CH2:10][CH2:9]1. The yield is 0.440. (10) The reactants are [CH:1]1([NH2:7])[CH2:6][CH2:5][CH2:4][CH2:3][CH2:2]1.C([O:10][C:11]([C:13]1[C:14](=[O:33])[N:15]([CH2:25][C:26]2[CH:31]=[CH:30][C:29]([F:32])=[CH:28][CH:27]=2)[C:16]2[C:21]([C:22]=1[OH:23])=[CH:20][C:19]([CH3:24])=[CH:18][CH:17]=2)=O)C. The catalyst is C1(C)C=CC=CC=1.O. The product is [CH:1]1([NH:7][C:11]([C:13]2[C:14](=[O:33])[N:15]([CH2:25][C:26]3[CH:31]=[CH:30][C:29]([F:32])=[CH:28][CH:27]=3)[C:16]3[C:21]([C:22]=2[OH:23])=[CH:20][C:19]([CH3:24])=[CH:18][CH:17]=3)=[O:10])[CH2:6][CH2:5][CH2:4][CH2:3][CH2:2]1. The yield is 0.930.